From a dataset of Reaction yield outcomes from USPTO patents with 853,638 reactions. Predict the reaction yield, written as a fraction of the theoretical maximum amount of product (1.0 means a 100% yield; for example, 0.34 means a 34% yield). (1) The reactants are [Br:1][C:2]1[CH:10]=[CH:9][CH:8]=[C:7]2[C:3]=1[CH:4]=[N:5][NH:6]2.CC1C=CC(S(O)(=O)=O)=CC=1.O.[O:23]1[CH:28]=[CH:27][CH2:26][CH2:25][CH2:24]1. The catalyst is C1COCC1. The product is [Br:1][C:2]1[CH:10]=[CH:9][CH:8]=[C:7]2[C:3]=1[CH:4]=[N:5][N:6]2[CH:24]1[CH2:25][CH2:26][CH2:27][CH2:28][O:23]1. The yield is 0.810. (2) The reactants are C(OC([NH:11][C@@H:12]([CH2:25][C:26]1[CH:31]=[CH:30][C:29]([C:32]2[N:37]=[CH:36][C:35]([C:38]3[CH:43]=[CH:42][C:41]([O:44][CH2:45][CH2:46][CH2:47][CH2:48][CH2:49][CH2:50][CH3:51])=[CH:40][CH:39]=3)=[CH:34][N:33]=2)=[CH:28][CH:27]=1)[C:13]([NH:15][C@@H:16]([C:18]([O:20][C:21]([CH3:24])([CH3:23])[CH3:22])=[O:19])[CH3:17])=[O:14])=O)C1C=CC=CC=1.C(O)(=O)C. The catalyst is C1COCC1.[Pd].CCO. The product is [NH2:11][C@@H:12]([CH2:25][C:26]1[CH:31]=[CH:30][C:29]([C:32]2[N:37]=[CH:36][C:35]([C:38]3[CH:43]=[CH:42][C:41]([O:44][CH2:45][CH2:46][CH2:47][CH2:48][CH2:49][CH2:50][CH3:51])=[CH:40][CH:39]=3)=[CH:34][N:33]=2)=[CH:28][CH:27]=1)[C:13]([NH:15][C@@H:16]([C:18]([O:20][C:21]([CH3:22])([CH3:23])[CH3:24])=[O:19])[CH3:17])=[O:14]. The yield is 0.770. (3) The reactants are [CH3:1][C:2]1[O:6][N:5]=[C:4]([C:7]2[CH:12]=[CH:11][CH:10]=[CH:9][CH:8]=2)[C:3]=1[CH2:13][O:14][C:15]1[CH:23]=[CH:22][C:18]([C:19]([OH:21])=O)=[CH:17][N:16]=1.[C:24]([NH2:28])([CH3:27])([CH3:26])[CH3:25]. No catalyst specified. The product is [C:24]([NH:28][C:19](=[O:21])[C:18]1[CH:22]=[CH:23][C:15]([O:14][CH2:13][C:3]2[C:4]([C:7]3[CH:8]=[CH:9][CH:10]=[CH:11][CH:12]=3)=[N:5][O:6][C:2]=2[CH3:1])=[N:16][CH:17]=1)([CH3:27])([CH3:26])[CH3:25]. The yield is 0.760. (4) The reactants are Cl[C:2]1[C:7]([C:8]([F:11])([F:10])[F:9])=[CH:6][CH:5]=[C:4]([C:12]2[CH:17]=[CH:16][C:15]([CH2:18][CH3:19])=[CH:14][CH:13]=2)[N:3]=1.[NH2:20][CH2:21][CH2:22][CH2:23][OH:24]. The catalyst is CC#N.C(O)(C(F)(F)F)=O. The product is [CH2:18]([C:15]1[CH:16]=[CH:17][C:12]([C:4]2[N:3]=[C:2]([NH:20][CH2:21][CH2:22][CH2:23][OH:24])[C:7]([C:8]([F:11])([F:10])[F:9])=[CH:6][CH:5]=2)=[CH:13][CH:14]=1)[CH3:19]. The yield is 0.520. (5) The reactants are [CH3:1][C:2]1[N:7]2[CH:8]=[CH:9][N:10]=[C:6]2[C:5](O)=[N:4][CH:3]=1.N1C=CC=CC=1.[OH-].[Na+].O=P(Cl)(Cl)[Cl:22]. No catalyst specified. The product is [Cl:22][C:5]1[C:6]2[N:7]([CH:8]=[CH:9][N:10]=2)[C:2]([CH3:1])=[CH:3][N:4]=1. The yield is 0.260. (6) The catalyst is C(Cl)Cl. The yield is 0.870. The product is [C:1]([O:5][C:6]([N:8]1[CH2:12][CH2:11][C@H:10]([O:13][S:36]([C:33]2[CH:34]=[CH:35][C:30]([CH3:40])=[CH:31][CH:32]=2)(=[O:38])=[O:37])[CH2:9]1)=[O:7])([CH3:4])([CH3:2])[CH3:3]. The reactants are [C:1]([O:5][C:6]([N:8]1[CH2:12][CH2:11][C@H:10]([OH:13])[CH2:9]1)=[O:7])([CH3:4])([CH3:3])[CH3:2].C(N(CC)CC)C.CN(C1C=CC=CN=1)C.[C:30]1([CH3:40])[CH:35]=[CH:34][C:33]([S:36](Cl)(=[O:38])=[O:37])=[CH:32][CH:31]=1.Cl. (7) The reactants are [F:1][C:2]1[C:10]([C:11]2[CH:16]=[CH:15][C:14]([C:17]3([CH2:21][OH:22])[CH2:20][CH2:19][CH2:18]3)=[CH:13][CH:12]=2)=[C:9]([F:23])[CH:8]=[C:7]2[C:3]=1[C:4]([CH:24]=[O:25])=[CH:5][NH:6]2.CC(=CC)C.Cl([O-])=[O:32].[Na+].P([O-])(O)(O)=O.[Na+].S([O-])([O-])=O.[Na+].[Na+]. The catalyst is C(#N)C.C(O)(C)(C)C.O. The product is [F:1][C:2]1[C:10]([C:11]2[CH:12]=[CH:13][C:14]([C:17]3([CH2:21][OH:22])[CH2:18][CH2:19][CH2:20]3)=[CH:15][CH:16]=2)=[C:9]([F:23])[CH:8]=[C:7]2[C:3]=1[C:4]([C:24]([OH:32])=[O:25])=[CH:5][NH:6]2. The yield is 0.420.